From a dataset of Full USPTO retrosynthesis dataset with 1.9M reactions from patents (1976-2016). Predict the reactants needed to synthesize the given product. (1) Given the product [CH3:5][O:6][C:7]1[CH:8]=[CH:9][CH:10]=[CH:11][C:12]=1[O:13][CH2:14][CH2:15][NH:16][CH2:17][CH:18]([OH:34])[CH2:19][O:20][C:21]1[CH:22]=[CH:23][CH:24]=[C:25]2[NH:33][C:32]3[CH:31]=[CH:30][CH:29]=[CH:28][C:27]=3[C:26]=12.[C:35]([O-:43])(=[O:42])[C:36]1[CH:41]=[CH:40][CH:39]=[CH:38][CH:37]=1, predict the reactants needed to synthesize it. The reactants are: CC(C)=O.[CH3:5][O:6][C:7]1[CH:8]=[CH:9][CH:10]=[CH:11][C:12]=1[O:13][CH2:14][CH2:15][NH:16][CH2:17][CH:18]([OH:34])[CH2:19][O:20][C:21]1[CH:22]=[CH:23][CH:24]=[C:25]2[NH:33][C:32]3[CH:31]=[CH:30][CH:29]=[CH:28][C:27]=3[C:26]=12.[C:35]([OH:43])(=[O:42])[C:36]1[CH:41]=[CH:40][CH:39]=[CH:38][CH:37]=1. (2) Given the product [C:16]([C:13]1[CH:14]=[CH:15][C:10]([C:5]2[CH:6]=[CH:7][C:8]([OH:9])=[C:3]([C:1]3[NH:27][C:26]4[CH:25]=[CH:24][C:21]([C:22]#[N:23])=[CH:20][C:19]=4[N:18]=3)[CH:4]=2)=[CH:11][CH:12]=1)#[N:17], predict the reactants needed to synthesize it. The reactants are: [CH:1]([C:3]1[CH:4]=[C:5]([C:10]2[CH:15]=[CH:14][C:13]([C:16]#[N:17])=[CH:12][CH:11]=2)[CH:6]=[CH:7][C:8]=1[OH:9])=O.[NH2:18][C:19]1[CH:20]=[C:21]([CH:24]=[CH:25][C:26]=1[NH2:27])[C:22]#[N:23].C1(=O)C=CC(=O)C=C1. (3) The reactants are: [CH:1]1([NH:7][C:8]([C:10]2[CH:11]=[N:12][N:13]([C:18]3[CH:28]=[CH:27][C:21]([C:22]([O:24]CC)=[O:23])=[CH:20][CH:19]=3)[C:14]=2[CH2:15][CH2:16][CH3:17])=[O:9])[CH2:6][CH2:5][CH2:4][CH2:3][CH2:2]1.[OH-].[Na+]. Given the product [CH:1]1([NH:7][C:8]([C:10]2[CH:11]=[N:12][N:13]([C:18]3[CH:19]=[CH:20][C:21]([C:22]([OH:24])=[O:23])=[CH:27][CH:28]=3)[C:14]=2[CH2:15][CH2:16][CH3:17])=[O:9])[CH2:6][CH2:5][CH2:4][CH2:3][CH2:2]1, predict the reactants needed to synthesize it. (4) Given the product [C:33]([O:32][C:30]([NH:29][C@H:10]([CH2:11][CH2:12][C:13]1[N:17]([CH2:18][CH:19]2[CH2:24][CH2:23][CH2:22][CH2:21][CH2:20]2)[C:16]2[CH:25]=[CH:26][CH:27]=[CH:28][C:15]=2[N:14]=1)[C:9]([NH:80][O:79][C:60]([C:61]1[CH:66]=[CH:65][CH:64]=[CH:63][CH:62]=1)([C:73]1[CH:74]=[CH:75][CH:76]=[CH:77][CH:78]=1)[C:67]1[CH:68]=[CH:69][CH:70]=[CH:71][CH:72]=1)=[O:37])=[O:31])([CH3:34])([CH3:36])[CH3:35], predict the reactants needed to synthesize it. The reactants are: C(O[C:9](=[O:37])[C@H:10]([NH:29][C:30]([O:32][C:33]([CH3:36])([CH3:35])[CH3:34])=[O:31])[CH2:11][CH2:12][C:13]1[N:17]([CH2:18][CH:19]2[CH2:24][CH2:23][CH2:22][CH2:21][CH2:20]2)[C:16]2[CH:25]=[CH:26][CH:27]=[CH:28][C:15]=2[N:14]=1)C1C=CC=CC=1.CCN=C=NCCCN(C)C.Cl.C1C=CC2N(O)N=NC=2C=1.[C:60]([O:79][NH2:80])([C:73]1[CH:78]=[CH:77][CH:76]=[CH:75][CH:74]=1)([C:67]1[CH:72]=[CH:71][CH:70]=[CH:69][CH:68]=1)[C:61]1[CH:66]=[CH:65][CH:64]=[CH:63][CH:62]=1.